From a dataset of Reaction yield outcomes from USPTO patents with 853,638 reactions. Predict the reaction yield, written as a fraction of the theoretical maximum amount of product (1.0 means a 100% yield; for example, 0.34 means a 34% yield). (1) The reactants are [Br:1][C:2]1[CH:3]=[C:4]2[C:8](=[CH:9][CH:10]=1)[NH:7][C:6](=[O:11])[CH2:5]2.[CH2:12]([N:14]([CH2:31][CH3:32])[CH2:15][CH2:16][NH:17][C:18]([C:20]1[NH:21][C:22]([CH:29]=O)=[C:23]2[C:28]=1[CH2:27][CH2:26][CH2:25][CH2:24]2)=[O:19])[CH3:13]. No catalyst specified. The product is [CH2:31]([N:14]([CH2:12][CH3:13])[CH2:15][CH2:16][NH:17][C:18]([C:20]1[NH:21][C:22]([CH:29]=[C:5]2[C:4]3[C:8](=[CH:9][CH:10]=[C:2]([Br:1])[CH:3]=3)[NH:7][C:6]2=[O:11])=[C:23]2[C:28]=1[CH2:27][CH2:26][CH2:25][CH2:24]2)=[O:19])[CH3:32]. The yield is 0.670. (2) The reactants are [Br:1][C:2]1[CH:3]=[C:4](I)[C:5]([NH2:8])=[N:6][CH:7]=1.[C:10]([Si:12]([CH3:15])([CH3:14])[CH3:13])#[CH:11].CCOC(C)=O. The catalyst is CCN(CC)CC.[Cu]I.Cl[Pd](Cl)([P](C1C=CC=CC=1)(C1C=CC=CC=1)C1C=CC=CC=1)[P](C1C=CC=CC=1)(C1C=CC=CC=1)C1C=CC=CC=1. The product is [Br:1][C:2]1[CH:3]=[C:4]([C:11]#[C:10][Si:12]([CH3:15])([CH3:14])[CH3:13])[C:5]([NH2:8])=[N:6][CH:7]=1. The yield is 0.556.